Task: Predict the product of the given reaction.. Dataset: Forward reaction prediction with 1.9M reactions from USPTO patents (1976-2016) (1) Given the reactants [Br:1][C:2]1[C:8]([Br:9])=[C:7]([O:10][CH3:11])[C:6]([Br:12])=[C:5](Br)[C:3]=1[NH2:4].BrC1C=C(C=C(Br)C=1OC)N.BrBr, predict the reaction product. The product is: [Br:1][C:2]1[C:8]([Br:9])=[C:7]([O:10][CH3:11])[C:6]([Br:12])=[CH:5][C:3]=1[NH2:4]. (2) Given the reactants [NH:1]1[C:10]2[C:5](=[CH:6][CH:7]=[CH:8][CH:9]=2)[CH2:4][CH2:3][CH2:2]1.C[O:12][C:13](=[O:16])[CH:14]=[CH2:15].[Li+].[OH-].Cl, predict the reaction product. The product is: [N:1]1([CH2:15][CH2:14][C:13]([OH:16])=[O:12])[C:10]2[C:5](=[CH:6][CH:7]=[CH:8][CH:9]=2)[CH2:4][CH2:3][CH2:2]1. (3) Given the reactants [CH3:1][O:2][C:3]1[C:4]([CH3:22])=[C:5]([C:10]2[C:19]3[C:14](=[CH:15][CH:16]=[CH:17][CH:18]=3)[C:13]([CH:20]=O)=[CH:12][N:11]=2)[C:6]([CH3:9])=[CH:7][CH:8]=1.[NH:23]1[C:27]2C=CC=C[C:26]=2N=N1.CCO.[CH2:35]([Mg]Cl)[CH2:36][CH3:37].[C:40]1([CH3:46])[CH:45]=[CH:44][CH:43]=[CH:42][CH:41]=1, predict the reaction product. The product is: [CH2:46]([N:23]([CH2:27][CH3:26])[CH:20]([C:13]1[C:14]2[C:19](=[CH:18][CH:17]=[CH:16][CH:15]=2)[C:10]([C:5]2[C:6]([CH3:9])=[CH:7][CH:8]=[C:3]([O:2][CH3:1])[C:4]=2[CH3:22])=[N:11][CH:12]=1)[CH2:35][CH2:36][CH3:37])[C:40]1[CH:45]=[CH:44][CH:43]=[CH:42][CH:41]=1. (4) Given the reactants C([N:8]1[CH2:14][C:13]2[CH:15]=[CH:16][C:17]([S:19][CH:20]([CH3:22])[CH3:21])=[N:18][C:12]=2[O:11][CH2:10][CH2:9]1)C1C=CC=CC=1.[Cl:23]C(OC(Cl)C)=O, predict the reaction product. The product is: [ClH:23].[CH:20]([S:19][C:17]1[CH:16]=[CH:15][C:13]2[CH2:14][NH:8][CH2:9][CH2:10][O:11][C:12]=2[N:18]=1)([CH3:22])[CH3:21].